Predict the product of the given reaction. From a dataset of Forward reaction prediction with 1.9M reactions from USPTO patents (1976-2016). (1) Given the reactants [C:1]1([C:7]#[C:8][C:9]2[CH:10]=[CH:11][C:12](=[O:15])[NH:13][N:14]=2)[CH:6]=[CH:5][CH:4]=[CH:3][CH:2]=1.[H-].[Na+].I[CH2:19][CH3:20].O, predict the reaction product. The product is: [CH2:19]([N:13]1[C:12](=[O:15])[CH:11]=[CH:10][C:9]([C:8]#[C:7][C:1]2[CH:2]=[CH:3][CH:4]=[CH:5][CH:6]=2)=[N:14]1)[CH3:20]. (2) Given the reactants Cl[C:2]1[CH:11]=[CH:10][N:9]=[C:8]2[C:3]=1[CH:4]=[CH:5][C:6]([C:12]([F:15])([F:14])[F:13])=[N:7]2.[F:16][C:17]1[CH:22]=[CH:21][C:20](B(O)O)=[CH:19][C:18]=1[C:26]1[C:31]([F:32])=[CH:30][C:29]([F:33])=[CH:28][N:27]=1, predict the reaction product. The product is: [F:32][C:31]1[C:26]([C:18]2[CH:19]=[C:20]([C:2]3[CH:11]=[CH:10][N:9]=[C:8]4[C:3]=3[CH:4]=[CH:5][C:6]([C:12]([F:15])([F:14])[F:13])=[N:7]4)[CH:21]=[CH:22][C:17]=2[F:16])=[N:27][CH:28]=[C:29]([F:33])[CH:30]=1. (3) Given the reactants [C:1]([O:4][C:5]1[CH:6]=[C:7]2[C:12](=[C:13]([F:15])[CH:14]=1)[NH:11][C:10](=[O:16])[CH2:9][CH2:8]2)(=[O:3])[CH3:2].C(C1C(=O)C(Cl)=C(Cl)C(=O)C=1C#N)#N, predict the reaction product. The product is: [C:1]([O:4][C:5]1[CH:6]=[C:7]2[C:12](=[C:13]([F:15])[CH:14]=1)[N:11]=[C:10]([OH:16])[CH:9]=[CH:8]2)(=[O:3])[CH3:2]. (4) Given the reactants [CH3:1][O:2][C:3]1[C:11]2[O:10][CH:9]([CH2:12][OH:13])[CH2:8][C:7]=2[CH:6]=[CH:5][CH:4]=1.[C:14]1([CH3:24])[CH:19]=[CH:18][C:17]([S:20](Cl)(=[O:22])=[O:21])=[CH:16][CH:15]=1.C(N(CC)CC)C, predict the reaction product. The product is: [CH3:24][C:14]1[CH:19]=[CH:18][C:17]([S:20]([O:13][CH2:12][CH:9]2[CH2:8][C:7]3[CH:6]=[CH:5][CH:4]=[C:3]([O:2][CH3:1])[C:11]=3[O:10]2)(=[O:22])=[O:21])=[CH:16][CH:15]=1. (5) The product is: [NH2:20][C:21]1[C:26]([C:27]#[N:28])=[C:25]([NH:12][CH:10]([C:8]2[N:7]([C:13]3[CH:18]=[CH:17][N:16]=[CH:15][CH:14]=3)[C:6]3[CH:19]=[C:2]([F:1])[CH:3]=[CH:4][C:5]=3[N:9]=2)[CH3:11])[N:24]=[CH:23][N:22]=1. Given the reactants [F:1][C:2]1[CH:3]=[CH:4][C:5]2[N:9]=[C:8]([CH:10]([NH2:12])[CH3:11])[N:7]([C:13]3[CH:18]=[CH:17][N:16]=[CH:15][CH:14]=3)[C:6]=2[CH:19]=1.[NH2:20][C:21]1[C:26]([C:27]#[N:28])=[C:25](Cl)[N:24]=[CH:23][N:22]=1.CCN(C(C)C)C(C)C, predict the reaction product. (6) Given the reactants [C:1]1([S:7]([C:10]2[CH:15]=[CH:14][C:13]([OH:16])=[CH:12][CH:11]=2)(=[O:9])=[O:8])[CH:6]=[CH:5][CH:4]=[CH:3][CH:2]=1.OS(O)(=O)=O.[N+:22]([O-])([OH:24])=[O:23], predict the reaction product. The product is: [C:1]1([S:7]([C:10]2[CH:11]=[CH:12][C:13]([OH:16])=[C:14]([N+:22]([O-:24])=[O:23])[CH:15]=2)(=[O:8])=[O:9])[CH:6]=[CH:5][CH:4]=[CH:3][CH:2]=1.